This data is from Catalyst prediction with 721,799 reactions and 888 catalyst types from USPTO. The task is: Predict which catalyst facilitates the given reaction. (1) Reactant: FC(F)(F)S(O[C:7]1[C:12]([C:13]#[N:14])=[C:11]([CH3:15])[C:10]([Br:16])=[C:9]([CH:17]2[CH2:19][CH2:18]2)[N:8]=1)(=O)=O.[CH3:22][C@@H:23]1[CH2:28][NH:27][CH2:26][CH2:25][NH:24]1.CCN(CC)CC. Product: [Br:16][C:10]1[C:9]([CH:17]2[CH2:19][CH2:18]2)=[N:8][C:7]([N:27]2[CH2:26][CH2:25][NH:24][C@H:23]([CH3:22])[CH2:28]2)=[C:12]([C:11]=1[CH3:15])[C:13]#[N:14]. The catalyst class is: 1. (2) Reactant: C(OC([N:8]1[CH2:13][CH2:12][C:11]2[N:14]([CH2:27][CH2:28][CH2:29][N:30]3[CH2:35][CH2:34][N:33]([C:36]4[C:41]([NH:42][S:43]([CH3:46])(=[O:45])=[O:44])=[CH:40][CH:39]=[CH:38][C:37]=4[Cl:47])[CH2:32][CH2:31]3)[N:15]=[C:16]([C:17]3[CH:22]=[CH:21][C:20]([C:23]([F:26])([F:25])[F:24])=[CH:19][CH:18]=3)[C:10]=2[CH2:9]1)=O)(C)(C)C.FC(F)(F)C(O)=O.Cl[S:56]([N:59]=C=O)(=[O:58])=[O:57].CC(O)(C)C. Product: [Cl:47][C:37]1[CH:38]=[CH:39][CH:40]=[C:41]([NH:42][S:43]([CH3:46])(=[O:44])=[O:45])[C:36]=1[N:33]1[CH2:34][CH2:35][N:30]([CH2:29][CH2:28][CH2:27][N:14]2[C:11]3[CH2:12][CH2:13][N:8]([S:56]([NH2:59])(=[O:58])=[O:57])[CH2:9][C:10]=3[C:16]([C:17]3[CH:18]=[CH:19][C:20]([C:23]([F:26])([F:24])[F:25])=[CH:21][CH:22]=3)=[N:15]2)[CH2:31][CH2:32]1. The catalyst class is: 512. (3) Reactant: Br[C:2]1[C:3](=[O:31])[N:4]([CH2:19][C:20]2[CH:30]=[CH:29][C:23]3[O:24][C:25]([F:28])([F:27])[O:26][C:22]=3[CH:21]=2)[C:5](=[O:18])[N:6]([C:8]2[CH:9]=[C:10]([NH:14][C:15](=[O:17])[CH3:16])[CH:11]=[CH:12][CH:13]=2)[N:7]=1.CN([CH:35]=[O:36])C.C[O-].[Na+]. Product: [F:27][C:25]1([F:28])[O:24][C:23]2[CH:29]=[CH:30][C:20]([CH2:19][N:4]3[C:3](=[O:31])[C:2]([O:36][CH3:35])=[N:7][N:6]([C:8]4[CH:9]=[C:10]([NH:14][C:15](=[O:17])[CH3:16])[CH:11]=[CH:12][CH:13]=4)[C:5]3=[O:18])=[CH:21][C:22]=2[O:26]1. The catalyst class is: 625. (4) Reactant: Br[C:2]1[C:10]2[O:9][C:8]([CH2:11][N:12]3[C:20](=[O:21])[C:19]4[C:14](=[CH:15][CH:16]=[CH:17][CH:18]=4)[C:13]3=[O:22])=[CH:7][C:6]=2[CH:5]=[C:4]([Cl:23])[CH:3]=1.C(=O)([O-])[O-].[K+].[K+].[C:30]1(B(O)O)[CH:35]=[CH:34][CH:33]=[CH:32][CH:31]=1. Product: [Cl:23][C:4]1[CH:3]=[C:2]([C:30]2[CH:35]=[CH:34][CH:33]=[CH:32][CH:31]=2)[C:10]2[O:9][C:8]([CH2:11][N:12]3[C:20](=[O:21])[C:19]4[C:14](=[CH:15][CH:16]=[CH:17][CH:18]=4)[C:13]3=[O:22])=[CH:7][C:6]=2[CH:5]=1. The catalyst class is: 38. (5) Reactant: N(C(OC(C)C)=O)=NC(OC(C)C)=O.[F:15][C:16]([F:38])([F:37])[CH2:17][CH2:18][CH:19]([C:21]1[CH:26]=[CH:25][C:24]([C:27]2[CH:32]=[CH:31][C:30]([C:33]([F:36])([F:35])[F:34])=[CH:29][CH:28]=2)=[CH:23][CH:22]=1)O.[C:39]([O:43][C:44]([NH:46][C:47]1[CH:56]=[CH:55][C:50]([C:51]([O:53][CH3:54])=[O:52])=[CH:49][N:48]=1)=[O:45])([CH3:42])([CH3:41])[CH3:40].C1(P(C2C=CC=CC=2)C2C=CC=CC=2)C=CC=CC=1. Product: [C:39]([O:43][C:44]([N:46]([CH:19]([C:21]1[CH:26]=[CH:25][C:24]([C:27]2[CH:32]=[CH:31][C:30]([C:33]([F:36])([F:35])[F:34])=[CH:29][CH:28]=2)=[CH:23][CH:22]=1)[CH2:18][CH2:17][C:16]([F:38])([F:37])[F:15])[C:47]1[CH:56]=[CH:55][C:50]([C:51]([O:53][CH3:54])=[O:52])=[CH:49][N:48]=1)=[O:45])([CH3:42])([CH3:40])[CH3:41]. The catalyst class is: 1. (6) Reactant: [C:1]1([C:7]([OH:11])([CH3:10])[CH2:8][OH:9])[CH:6]=[CH:5][CH:4]=[CH:3][CH:2]=1.CC(OI1(OC(C)=O)(OC(C)=O)OC(=O)C2C=CC=CC1=2)=O.CCOC(C)=O. Product: [OH:11][C:7]([C:1]1[CH:6]=[CH:5][CH:4]=[CH:3][CH:2]=1)([CH3:10])[CH:8]=[O:9]. The catalyst class is: 2. (7) Reactant: [Si:1]([O:18][CH2:19][C:20]1[N:21]=[CH:22][N:23]([CH2:25][O:26][CH2:27][CH3:28])[CH:24]=1)([C:14]([CH3:17])([CH3:16])[CH3:15])([C:8]1[CH:13]=[CH:12][CH:11]=[CH:10][CH:9]=1)[C:2]1[CH:7]=[CH:6][CH:5]=[CH:4][CH:3]=1.C([Li])CCC.CON(C)[C:37](=[O:41])[CH:38]([F:40])[F:39].[Cl-].[NH4+]. Product: [Si:1]([O:18][CH2:19][C:20]1[N:21]=[C:22]([C:37](=[O:41])[CH:38]([F:40])[F:39])[N:23]([CH2:25][O:26][CH2:27][CH3:28])[CH:24]=1)([C:14]([CH3:15])([CH3:16])[CH3:17])([C:8]1[CH:9]=[CH:10][CH:11]=[CH:12][CH:13]=1)[C:2]1[CH:7]=[CH:6][CH:5]=[CH:4][CH:3]=1. The catalyst class is: 1. (8) Reactant: Cl.[NH2:2][CH:3]([CH2:16][C:17]1[CH:22]=[CH:21][CH:20]=[CH:19][CH:18]=1)[CH2:4][O:5][CH2:6][C:7]1[CH:15]=[CH:14][CH:13]=[CH:12][C:8]=1[C:9](O)=[O:10].CCN(C(C)C)C(C)C.C1N(P(Cl)(N2C(=O)OCC2)=O)C(=O)OC1.CC(=O)OCC. Product: [CH2:16]([CH:3]1[NH:2][C:9](=[O:10])[C:8]2[CH:12]=[CH:13][CH:14]=[CH:15][C:7]=2[CH2:6][O:5][CH2:4]1)[C:17]1[CH:22]=[CH:21][CH:20]=[CH:19][CH:18]=1. The catalyst class is: 23. (9) Reactant: CN(C(ON1N=NC2C=CC=NC1=2)=[N+](C)C)C.F[P-](F)(F)(F)(F)F.[NH2:25][CH2:26][C:27]1[C:28]([F:44])=[C:29]([O:34][C:35]2[CH:36]=[C:37]([CH:40]=[C:41]([Cl:43])[CH:42]=2)[C:38]#[N:39])[C:30]([Cl:33])=[CH:31][CH:32]=1.[Br:45][C:46]1[C:54]2[C:49](=[CH:50][CH:51]=[C:52]([NH:55][C:56]([O:58][C:59]([CH3:62])([CH3:61])[CH3:60])=[O:57])[CH:53]=2)[NH:48][C:47]=1[C:63](O)=[O:64].C(N(C(C)C)CC)(C)C. Product: [Br:45][C:46]1[C:54]2[C:49](=[CH:50][CH:51]=[C:52]([NH:55][C:56](=[O:57])[O:58][C:59]([CH3:60])([CH3:61])[CH3:62])[CH:53]=2)[NH:48][C:47]=1[C:63]([NH:25][CH2:26][C:27]1[CH:32]=[CH:31][C:30]([Cl:33])=[C:29]([O:34][C:35]2[CH:36]=[C:37]([C:38]#[N:39])[CH:40]=[C:41]([Cl:43])[CH:42]=2)[C:28]=1[F:44])=[O:64]. The catalyst class is: 3. (10) Reactant: [CH2:1]([O:8][C:9]([N:11]1[CH2:18][C@@H:17]([F:19])[CH2:16][C@H:12]1[C:13](O)=[O:14])=[O:10])[C:2]1[CH:7]=[CH:6][CH:5]=[CH:4][CH:3]=1.[N:20]1C=CC=CC=1.CC(OC(OC(OC(C)(C)C)=O)=O)(C)C.C(=O)(O)[O-].[NH4+]. Product: [CH2:1]([O:8][C:9]([N:11]1[CH2:18][C@@H:17]([F:19])[CH2:16][C@H:12]1[C:13]([NH2:20])=[O:14])=[O:10])[C:2]1[CH:7]=[CH:6][CH:5]=[CH:4][CH:3]=1. The catalyst class is: 12.